This data is from Reaction yield outcomes from USPTO patents with 853,638 reactions. The task is: Predict the reaction yield, written as a fraction of the theoretical maximum amount of product (1.0 means a 100% yield; for example, 0.34 means a 34% yield). The reactants are [Cl:1][C:2]1[N:3]=[C:4]([N:14]2[CH2:19][CH2:18][O:17][CH2:16][CH2:15]2)[C:5]2[S:10][C:9]([CH:11]=O)=[C:8]([CH3:13])[C:6]=2[N:7]=1.[N:20]1([C:26]([CH3:31])([CH3:30])[C:27]([NH2:29])=[O:28])[CH2:25][CH2:24][NH:23][CH2:22][CH2:21]1.C(OC)(OC)OC.C(O)(=O)C.C(O[BH-](OC(=O)C)OC(=O)C)(=O)C.[Na+]. The catalyst is ClCCCl. The product is [Cl:1][C:2]1[N:3]=[C:4]([N:14]2[CH2:19][CH2:18][O:17][CH2:16][CH2:15]2)[C:5]2[S:10][C:9]([CH2:11][N:23]3[CH2:22][CH2:21][N:20]([C:26]([CH3:31])([CH3:30])[C:27]([NH2:29])=[O:28])[CH2:25][CH2:24]3)=[C:8]([CH3:13])[C:6]=2[N:7]=1. The yield is 0.740.